Task: Binary Classification. Given a drug SMILES string, predict its activity (active/inactive) in a high-throughput screening assay against a specified biological target.. Dataset: Cav3 T-type calcium channel HTS with 100,875 compounds (1) The molecule is s1c2c(n(Cc3n(c4ccccc4)c(SCC(=O)NCc4occc4)nn3)c1=O)cccc2. The result is 0 (inactive). (2) The compound is S(=O)(=O)(CC(OC(=O)c1ccccc1)COc1ccccc1)CCCC. The result is 0 (inactive). (3) The molecule is Brc1cc(C2c3c(OC(N)=C2C(OC)=O)cc(N(C)C)cc3)c(OCC)cc1. The result is 0 (inactive). (4) The drug is O=C(Nc1nc(NC(=O)C)ccc1)C. The result is 0 (inactive). (5) The drug is Clc1ccc(S(=O)(=O)c2ccc(N)cc2)cc1. The result is 0 (inactive). (6) The molecule is S=C1N(CN=C(N1)c1ccccc1)c1ccc(cc1)C. The result is 0 (inactive). (7) The compound is Brc1cc2C3(C4=C(NC3=O)CC(CC4=O)(C)C)C(=C(Oc2cc1)N)C(OC(C)(C)C)=O. The result is 0 (inactive). (8) The molecule is S(=O)(=O)(NCC1Oc2c(OC1)cccc2)c1cc2c(N(C(=O)C3CCC3)CC2)cc1. The result is 0 (inactive). (9) The molecule is O=c1n(c(=O)n(c2ncn(c12)Cc1ccccc1)Cc1ccccc1)CC(=O)Nc1cc(OC)ccc1. The result is 0 (inactive). (10) The drug is FC(F)(F)C1(OCCCC(C1)CCC)C(=O)NCCN1CCOCC1. The result is 0 (inactive).